This data is from NCI-60 drug combinations with 297,098 pairs across 59 cell lines. The task is: Regression. Given two drug SMILES strings and cell line genomic features, predict the synergy score measuring deviation from expected non-interaction effect. (1) Drug 1: C1=NC2=C(N=C(N=C2N1C3C(C(C(O3)CO)O)O)F)N. Drug 2: CC12CCC3C(C1CCC2OP(=O)(O)O)CCC4=C3C=CC(=C4)OC(=O)N(CCCl)CCCl.[Na+]. Cell line: MOLT-4. Synergy scores: CSS=55.2, Synergy_ZIP=-3.61, Synergy_Bliss=-3.62, Synergy_Loewe=-19.4, Synergy_HSA=-1.11. (2) Drug 1: C1=CC(=C2C(=C1NCCNCCO)C(=O)C3=C(C=CC(=C3C2=O)O)O)NCCNCCO. Drug 2: CC1=C(C=C(C=C1)C(=O)NC2=CC(=CC(=C2)C(F)(F)F)N3C=C(N=C3)C)NC4=NC=CC(=N4)C5=CN=CC=C5. Cell line: IGROV1. Synergy scores: CSS=45.1, Synergy_ZIP=3.29, Synergy_Bliss=3.88, Synergy_Loewe=-12.2, Synergy_HSA=3.29. (3) Drug 1: CCCS(=O)(=O)NC1=C(C(=C(C=C1)F)C(=O)C2=CNC3=C2C=C(C=N3)C4=CC=C(C=C4)Cl)F. Drug 2: CC1=C(C=C(C=C1)NC(=O)C2=CC=C(C=C2)CN3CCN(CC3)C)NC4=NC=CC(=N4)C5=CN=CC=C5. Cell line: HS 578T. Synergy scores: CSS=-6.40, Synergy_ZIP=1.45, Synergy_Bliss=-2.73, Synergy_Loewe=-10.7, Synergy_HSA=-9.14.